This data is from Reaction yield outcomes from USPTO patents with 853,638 reactions. The task is: Predict the reaction yield, written as a fraction of the theoretical maximum amount of product (1.0 means a 100% yield; for example, 0.34 means a 34% yield). (1) The reactants are C(=O)([O-])[O-].[Na+].[Na+].F[C:8](F)(F)[S:9]([O-])(=O)=O.C(B(CC)[C:18]1[CH:19]=[N:20][CH:21]=[CH:22][CH:23]=1)C.C(O[CH2:29][CH3:30])C. The catalyst is C1COCC1. The product is [N:20]1[CH:21]=[CH:22][CH:23]=[C:18]([C:19]2[CH:18]=[CH:23][C:22]3[C:21]([C:18]4[CH:19]=[N:20][CH:21]=[CH:22][CH:23]=4)=[CH:8][S:9][C:29]=3[CH:30]=2)[CH:19]=1. The yield is 0.420. (2) The reactants are N([O-])=O.[Na+].N[C:6]1[CH:11]=[CH:10][C:9]([C:12]([F:15])([F:14])[F:13])=[CH:8][C:7]=1[CH2:16][OH:17].[I-:18].[K+]. The catalyst is S(=O)(=O)(O)O.C(O)(=O)C. The product is [I:18][C:6]1[CH:11]=[CH:10][C:9]([C:12]([F:15])([F:14])[F:13])=[CH:8][C:7]=1[CH2:16][OH:17]. The yield is 0.400. (3) The reactants are [CH3:1][O:2][C:3]1[CH:8]=[C:7]([O:9][CH3:10])[CH:6]=[CH:5][C:4]=1[CH:11]([CH2:14][C:15]([C:17]1[CH:22]=[CH:21][C:20]([O:23][CH2:24][CH:25]=[CH2:26])=[CH:19][CH:18]=1)=[O:16])[C:12]#[N:13].[CH:27]([N-]C(C)C)(C)C.[Li+].IC.O. The catalyst is O1CCCC1.C(OCC)C. The product is [CH3:1][O:2][C:3]1[CH:8]=[C:7]([O:9][CH3:10])[CH:6]=[CH:5][C:4]=1[C:11]([CH3:27])([CH2:14][C:15]([C:17]1[CH:22]=[CH:21][C:20]([O:23][CH2:24][CH:25]=[CH2:26])=[CH:19][CH:18]=1)=[O:16])[C:12]#[N:13]. The yield is 0.780.